This data is from Catalyst prediction with 721,799 reactions and 888 catalyst types from USPTO. The task is: Predict which catalyst facilitates the given reaction. (1) Reactant: [N-:1]=[N+]=[N-].[Na+].[F:5][C:6]1[CH:7]=[C:8]2[C:12](=[CH:13][CH:14]=1)[C:11](=[O:15])[CH2:10][CH2:9]2.CS(O)(=O)=O.[OH-].[Na+]. Product: [F:5][C:6]1[CH:7]=[C:8]2[C:12](=[CH:13][CH:14]=1)[C:11](=[O:15])[NH:1][CH2:10][CH2:9]2. The catalyst class is: 4. (2) Reactant: [H-].[Na+].[C:3]([O:6][C@H:7]([CH3:24])[CH2:8][CH2:9][CH2:10][CH2:11][N:12]1[C:21](=[O:22])[C:20]2[NH:19][N:18]=[N:17][C:16]=2[N:15]([CH3:23])[C:13]1=[O:14])(=[O:5])[CH3:4].[CH3:25]I. Product: [C:3]([O:6][C@H:7]([CH3:24])[CH2:8][CH2:9][CH2:10][CH2:11][N:12]1[C:21](=[O:22])[C:20]2[N:19]([CH3:25])[N:18]=[N:17][C:16]=2[N:15]([CH3:23])[C:13]1=[O:14])(=[O:5])[CH3:4]. The catalyst class is: 16.